This data is from Reaction yield outcomes from USPTO patents with 853,638 reactions. The task is: Predict the reaction yield, written as a fraction of the theoretical maximum amount of product (1.0 means a 100% yield; for example, 0.34 means a 34% yield). The reactants are [Cl:1][C:2]1[CH:7]=[C:6]([Cl:8])[CH:5]=[CH:4][C:3]=1[C:9]1[O:13][C:12]([SH:14])=[N:11][N:10]=1.C(=O)([O-])[O-].[K+].[K+].Br[CH2:22][CH2:23][C:24]([O:26][CH2:27][CH3:28])=[O:25].C(OCC)(=O)C. The catalyst is CC(C)=O. The product is [Cl:1][C:2]1[CH:7]=[C:6]([Cl:8])[CH:5]=[CH:4][C:3]=1[C:9]1[O:13][C:12]([S:14][CH2:22][CH2:23][C:24]([O:26][CH2:27][CH3:28])=[O:25])=[N:11][N:10]=1. The yield is 0.910.